From a dataset of Reaction yield outcomes from USPTO patents with 853,638 reactions. Predict the reaction yield, written as a fraction of the theoretical maximum amount of product (1.0 means a 100% yield; for example, 0.34 means a 34% yield). (1) The reactants are [CH:1]([C:3]1[C:11]2[C:10]([C:12]([O:14][CH3:15])=[O:13])=[CH:9][CH:8]=[CH:7][C:6]=2[NH:5][N:4]=1)=[O:2].[F:16][C:17]1[CH:22]=[CH:21][C:20](B(O)O)=[CH:19][CH:18]=1.C(N(CC)CC)C. The catalyst is C([O-])(=O)C.[Cu+2].C([O-])(=O)C.ClCCl. The product is [F:16][C:17]1[CH:22]=[CH:21][C:20]([N:5]2[C:6]3[CH:7]=[CH:8][CH:9]=[C:10]([C:12]([O:14][CH3:15])=[O:13])[C:11]=3[C:3]([CH:1]=[O:2])=[N:4]2)=[CH:19][CH:18]=1. The yield is 0.0900. (2) The reactants are [NH2:1][C@@H:2]([C:6]([OH:8])=[O:7])[C@H:3]([CH3:5])[OH:4].C([O-])(O)=O.[Na+].[C:14](=O)([O-:35])[O:15][C:16]1C(C)=C(C2C=CC(C3CCCCC3)=CC=2)C=CN=1.[CH:37]1([C:43]2[CH:48]=[CH:47][C:46](C3C=CN(C([O-])=O)C(=O)C=3C)=[CH:45][CH:44]=2)[CH2:42][CH2:41][CH2:40][CH2:39][CH2:38]1. The catalyst is O.C1COCC1. The product is [CH:37]1([C:43]2[CH:44]=[CH:45][C:46]([N:1]([C:14]([O:15][CH3:16])=[O:35])[C@H:2]([C@@H:3]([OH:4])[CH3:5])[C:6]([OH:8])=[O:7])=[CH:47][CH:48]=2)[CH2:38][CH2:39][CH2:40][CH2:41][CH2:42]1. The yield is 0.960. (3) The reactants are C([N:8]1[CH2:16][CH:15]2[CH:11]([CH2:12][C:13]3[S:19][CH:18]=[CH:17][C:14]=32)[CH2:10][CH2:9]1)C1C=CC=CC=1.C([O-])([O-])=O.[K+].[K+].CC(Cl)OC(Cl)=O. The catalyst is ClC(Cl)C. The product is [S:19]1[C:13]2[CH2:12][CH:11]3[CH:15]([C:14]=2[CH:17]=[CH:18]1)[CH2:16][NH:8][CH2:9][CH2:10]3. The yield is 0.610. (4) The product is [CH:14]([C:16]1[CH:23]=[CH:22][C:19]([CH2:20][N:2]([CH3:1])[CH2:3][C@@H:4]([C@H:6]([C@@H:8]([C@@H:10]([CH2:12][OH:13])[OH:11])[OH:9])[OH:7])[OH:5])=[CH:18][CH:17]=1)=[CH2:15]. The yield is 0.900. The catalyst is CO. The reactants are [CH3:1][NH:2][CH2:3][C@@H:4]([C@H:6]([C@@H:8]([C@@H:10]([CH2:12][OH:13])[OH:11])[OH:9])[OH:7])[OH:5].[CH:14]([C:16]1[CH:23]=[CH:22][C:19]([CH2:20]Cl)=[CH:18][CH:17]=1)=[CH2:15].C(=O)([O-])[O-].[Na+].[Na+]. (5) The reactants are [H-].[Na+].[Cl:3][C:4]1[CH:12]=[C:11]([Cl:13])[CH:10]=[C:9]2[C:5]=1[CH:6]=[C:7]([C:14]([O:16][CH2:17][CH3:18])=[O:15])[NH:8]2.I[CH3:20]. The catalyst is CN(C=O)C. The product is [Cl:3][C:4]1[CH:12]=[C:11]([Cl:13])[CH:10]=[C:9]2[C:5]=1[CH:6]=[C:7]([C:14]([O:16][CH2:17][CH3:18])=[O:15])[N:8]2[CH3:20]. The yield is 0.970. (6) The reactants are [F:1][C:2]1[CH:3]=[CH:4][CH:5]=[C:6]2[C:10]=1[NH:9][CH:8]=[CH:7]2.[C:11]([O:15][C:16]([N:18]1[CH2:23][CH2:22][C:21](=O)[CH2:20][CH2:19]1)=[O:17])([CH3:14])([CH3:13])[CH3:12].N1CCCC1. The catalyst is C(O)C. The product is [C:11]([O:15][C:16]([N:18]1[CH2:19][CH:20]=[C:21]([C:7]2[C:6]3[C:10](=[C:2]([F:1])[CH:3]=[CH:4][CH:5]=3)[NH:9][CH:8]=2)[CH2:22][CH2:23]1)=[O:17])([CH3:14])([CH3:12])[CH3:13]. The yield is 0.660.